Regression/Classification. Given a drug SMILES string, predict its absorption, distribution, metabolism, or excretion properties. Task type varies by dataset: regression for continuous measurements (e.g., permeability, clearance, half-life) or binary classification for categorical outcomes (e.g., BBB penetration, CYP inhibition). Dataset: b3db_classification. From a dataset of Blood-brain barrier permeability classification from the B3DB database. (1) The drug is C=CC1=C(C(=O)O)N2C(=O)[C@@H](NC(=O)/C(=N/OCC(=O)O)c3csc(N)n3)[C@H]2SC1. The result is 0 (does not penetrate BBB). (2) The drug is CO[C@H]1C=CO[C@@]2(C)Oc3c(C)c(O)c4c(O)c(c5c(c4c3C2=O)NC2(CCN(CC(C)C)CC2)N=5)=NC(=O)C(C)=CC=C[C@H](C)[C@H](O)[C@@H](C)[C@@H](O)[C@@H](C)[C@H](OC(C)=O)[C@@H]1C. The result is 0 (does not penetrate BBB). (3) The molecule is CCCCCCCCCC(=O)N[C@H]1[C@H](Oc2c3cc4cc2Oc2ccc(cc2Cl)[C@@H](O[C@@H]2O[C@H](CO)[C@@H](O)[C@H](O)[C@H]2NC(C)=O)[C@@H]2NC(=O)[C@H](NC(=O)[C@@H]4NC(=O)[C@H]4NC(=O)[C@@H](Cc5ccc(c(Cl)c5)O3)NC(=O)[C@H](N)c3ccc(O)c(c3)Oc3cc(O)cc4c3)c3ccc(O)c(c3)-c3c(O[C@H]4O[C@H](CO)[C@@H](O)[C@H](O)[C@@H]4O)cc(O)cc3[C@H](C(=O)O)NC2=O)O[C@H](CO)[C@@H](O)[C@@H]1O. The result is 0 (does not penetrate BBB). (4) The compound is Nc1c2c(nc3ccccc13)CCC[C@@H]2O. The result is 1 (penetrates BBB). (5) The drug is CC(C)NCC(O)COc1ccc(CC(N)=O)cc1. The result is 1 (penetrates BBB). (6) The molecule is FC(F)(F)c1cccc(N2CCN(CCc3nnc4n3C[C@@H]3CCC[C@H]43)CC2)c1. The result is 1 (penetrates BBB). (7) The molecule is CCOC[C@@]1(C(N)=S)[C@H](c2ccc(OC)cc2)[C@@H]1S(=O)(=O)CC. The result is 0 (does not penetrate BBB).